From a dataset of Catalyst prediction with 721,799 reactions and 888 catalyst types from USPTO. Predict which catalyst facilitates the given reaction. Product: [F:22][C:2]([F:1])([F:21])[C:3]1[CH:8]=[CH:7][C:6]([S:9]([O:12][C:13]2[CH:18]=[CH:17][CH:16]=[CH:15][C:14]=2/[CH:19]=[N:32]/[NH:31][C:29](=[O:30])[CH2:28][C:26]2[N:25]=[CH:24][NH:23][CH:27]=2)(=[O:11])=[O:10])=[CH:5][CH:4]=1. Reactant: [F:1][C:2]([F:22])([F:21])[C:3]1[CH:8]=[CH:7][C:6]([S:9]([O:12][C:13]2[CH:18]=[CH:17][CH:16]=[CH:15][C:14]=2[CH:19]=O)(=[O:11])=[O:10])=[CH:5][CH:4]=1.[NH:23]1[CH:27]=[C:26]([CH2:28][C:29]([NH:31][NH2:32])=[O:30])[N:25]=[CH:24]1.Cl. The catalyst class is: 714.